Dataset: Reaction yield outcomes from USPTO patents with 853,638 reactions. Task: Predict the reaction yield, written as a fraction of the theoretical maximum amount of product (1.0 means a 100% yield; for example, 0.34 means a 34% yield). (1) The reactants are [F-].[K+].CNCCNC.I[C:10]1[CH:15]=[CH:14][CH:13]=[CH:12][C:11]=1[CH3:16].[CH3:17]/[C:18](/[O:24][Si](C)(C)C)=[N:19]\[Si](C)(C)C. The catalyst is [Cu]I.C1(C)C=CC=CC=1. The product is [CH3:16][C:11]1[CH:12]=[CH:13][CH:14]=[CH:15][C:10]=1[NH:19][C:18](=[O:24])[CH3:17]. The yield is 0.520. (2) The reactants are [CH3:1][O:2][C:3](=[O:13])[C:4]1[CH:9]=[CH:8][C:7]([F:10])=[C:6]([CH2:11]Br)[CH:5]=1.[I:14][C:15]1[CH:20]=[CH:19][C:18]([OH:21])=[CH:17][CH:16]=1.C(=O)([O-])[O-].[K+].[K+]. The catalyst is CC(C)=O. The product is [CH3:1][O:2][C:3](=[O:13])[C:4]1[CH:9]=[CH:8][C:7]([F:10])=[C:6]([CH2:11][O:21][C:18]2[CH:19]=[CH:20][C:15]([I:14])=[CH:16][CH:17]=2)[CH:5]=1. The yield is 0.744. (3) The reactants are [CH2:1]([O:8][C:9]1[C:10](=[O:16])[NH:11][CH:12]=[C:13]([Br:15])[CH:14]=1)[C:2]1[CH:7]=[CH:6][CH:5]=[CH:4][CH:3]=1.C([O-])([O-])=O.[Cs+].[Cs+].I[CH:24]([CH3:26])[CH3:25]. The catalyst is CN(C=O)C. The product is [CH2:1]([O:8][C:9]1[C:10](=[O:16])[N:11]([CH:24]([CH3:26])[CH3:25])[CH:12]=[C:13]([Br:15])[CH:14]=1)[C:2]1[CH:7]=[CH:6][CH:5]=[CH:4][CH:3]=1. The yield is 0.250. (4) The reactants are [F:1][C:2]1[CH:3]=[CH:4][C:5]([CH2:8][CH2:9][C:10]2[CH:15]=[CH:14][N:13]([C:16]3[CH:21]=[CH:20][C:19]4[C:22]5[CH2:23][N:24](C(OC(C)(C)C)=O)[CH2:25][CH2:26][C:27]=5[O:28][C:18]=4[CH:17]=3)[C:12](=[O:36])[CH:11]=2)=[N:6][CH:7]=1.Cl. The catalyst is CO.CCOCC. The product is [F:1][C:2]1[CH:3]=[CH:4][C:5]([CH2:8][CH2:9][C:10]2[CH:15]=[CH:14][N:13]([C:16]3[CH:21]=[CH:20][C:19]4[C:22]5[CH2:23][NH:24][CH2:25][CH2:26][C:27]=5[O:28][C:18]=4[CH:17]=3)[C:12](=[O:36])[CH:11]=2)=[N:6][CH:7]=1. The yield is 0.990. (5) The reactants are [F:1][C:2]([F:7])([F:6])[C:3]([OH:5])=[O:4].[CH2:8]([S:10]([N:13]1[CH2:18][CH2:17][CH:16]([C:19]2[C:27]3[C:22](=[C:23]([C:43]([NH2:45])=[O:44])[CH:24]=[C:25]([C:28]4[CH:33]=[C:32]([CH2:34][NH:35][CH2:36][C@@H:37]5[CH2:41][CH2:40][CH2:39][O:38]5)[CH:31]=[C:30]([F:42])[CH:29]=4)[CH:26]=3)[NH:21][CH:20]=2)[CH2:15][CH2:14]1)(=[O:12])=[O:11])[CH3:9].O1CCC[C@H]1CN. No catalyst specified. The product is [F:1][C:2]([F:7])([F:6])[C:3]([OH:5])=[O:4].[CH2:8]([S:10]([N:13]1[CH2:18][CH2:17][CH:16]([C:19]2[C:27]3[C:22](=[C:23]([C:43]([NH2:45])=[O:44])[CH:24]=[C:25]([C:28]4[CH:33]=[C:32]([CH2:34][NH:35][CH2:36][C:37]5[O:38][CH:39]=[CH:40][CH:41]=5)[CH:31]=[C:30]([F:42])[CH:29]=4)[CH:26]=3)[NH:21][CH:20]=2)[CH2:15][CH2:14]1)(=[O:12])=[O:11])[CH3:9]. The yield is 0.437. (6) The reactants are [ClH:1].C(OC([N:9]1[CH2:14][CH2:13][N:12]([C:15]2[CH:16]=[N:17][C:18]([NH:21][C:22]3[N:23]=[CH:24][C:25]4[CH:31]=[CH:30][C:29](=[O:32])[N:28]([CH:33]5[CH2:38][CH2:37][CH2:36][CH2:35][CH2:34]5)[C:26]=4[N:27]=3)=[CH:19][CH:20]=2)[CH2:11][CH2:10]1)=O)(C)(C)C. The catalyst is C(Cl)Cl. The product is [ClH:1].[CH:33]1([N:28]2[C:26]3[N:27]=[C:22]([NH:21][C:18]4[CH:19]=[CH:20][C:15]([N:12]5[CH2:11][CH2:10][NH:9][CH2:14][CH2:13]5)=[CH:16][N:17]=4)[N:23]=[CH:24][C:25]=3[CH:31]=[CH:30][C:29]2=[O:32])[CH2:34][CH2:35][CH2:36][CH2:37][CH2:38]1. The yield is 0.350. (7) The reactants are Br[CH2:2][C:3]1[CH:19]=[CH:18][C:6]([C:7]([C:9]2[CH:14]=[CH:13][C:12]([N+:15]([O-:17])=[O:16])=[CH:11][CH:10]=2)=[O:8])=[CH:5][CH:4]=1.C(=O)([O-])[O-:21].[Ca+2]. The catalyst is C(#N)C.O.C(OCC)(=O)C. The product is [OH:21][CH2:2][C:3]1[CH:19]=[CH:18][C:6]([C:7]([C:9]2[CH:14]=[CH:13][C:12]([N+:15]([O-:17])=[O:16])=[CH:11][CH:10]=2)=[O:8])=[CH:5][CH:4]=1. The yield is 0.810.